This data is from Experimentally validated miRNA-target interactions with 360,000+ pairs, plus equal number of negative samples. The task is: Binary Classification. Given a miRNA mature sequence and a target amino acid sequence, predict their likelihood of interaction. (1) The miRNA is dme-bantam-3p with sequence UGAGAUCAUUUUGAAAGCUGAUU. The protein sequence of the target gene is MAAARNLRTALIFGGFISMVGAAFYPIYFRPLMRLEEYQKEQAVNRAGIVQEDVQPPGLKVWSDPFGRK. Result: 0 (no interaction). (2) The miRNA is hsa-miR-335-5p with sequence UCAAGAGCAAUAACGAAAAAUGU. The protein sequence of the target gene is MWKRSDHQPKIKAEDGPLVGQFEVLGSVPEPAMPHPLELSEFESFPVFQDIRLHIREVGAQLVKKVNAVFQLDITKNGKTILRWTIDLKNGSGDMYPGPARLPADTVFTIPESVFMELVLGKMNPQKAFLAGKFKVSGKVLLSWKLERVFKDWAKF. Result: 1 (interaction).